This data is from Full USPTO retrosynthesis dataset with 1.9M reactions from patents (1976-2016). The task is: Predict the reactants needed to synthesize the given product. (1) The reactants are: [OH:1][C:2]1[CH:3]=[CH:4][C:5]2[C:9]([O:10][C:11]3[CH:12]=[CH:13][C:14](/[CH:17]=[CH:18]/[C:19](O)=[O:20])=[N:15][CH:16]=3)=[C:8]([C:22]3[CH:27]=[CH:26][C:25]([OH:28])=[CH:24][CH:23]=3)[S:7][C:6]=2[CH:29]=1.[CH3:30][N:31](C(ON1N=NC2C=CC=NC1=2)=[N+](C)C)C.F[P-](F)(F)(F)(F)F.Cl.CN.CN1CCOCC1. Given the product [OH:1][C:2]1[CH:3]=[CH:4][C:5]2[C:9]([O:10][C:11]3[CH:12]=[CH:13][C:14](/[CH:17]=[CH:18]/[C:19]([NH:31][CH3:30])=[O:20])=[N:15][CH:16]=3)=[C:8]([C:22]3[CH:27]=[CH:26][C:25]([OH:28])=[CH:24][CH:23]=3)[S:7][C:6]=2[CH:29]=1, predict the reactants needed to synthesize it. (2) Given the product [CH2:1]([NH:8][S:9]([C:12]1[CH:13]=[CH:14][C:15]([C:18]2[NH:30][C:29]3[CH:28]=[CH:27][C:23]([C:24]([NH2:26])=[O:25])=[CH:22][C:21]=3[N:20]=2)=[CH:16][CH:17]=1)(=[O:10])=[O:11])[C:2]1[CH:3]=[CH:4][CH:5]=[CH:6][CH:7]=1, predict the reactants needed to synthesize it. The reactants are: [CH2:1]([NH:8][S:9]([C:12]1[CH:17]=[CH:16][C:15]([CH:18]=O)=[CH:14][CH:13]=1)(=[O:11])=[O:10])[C:2]1[CH:7]=[CH:6][CH:5]=[CH:4][CH:3]=1.[NH2:20][C:21]1[CH:22]=[C:23]([CH:27]=[CH:28][C:29]=1[NH2:30])[C:24]([NH2:26])=[O:25].S(S([O-])=O)([O-])(=O)=O.[Na+].[Na+]. (3) Given the product [CH3:1][O:2][C:3](=[O:12])[C:4]1[CH:9]=[C:8]([B:25]2[O:29][C:28]([CH3:31])([CH3:30])[C:27]([CH3:33])([CH3:32])[O:26]2)[CH:7]=[C:6]([Br:11])[CH:5]=1, predict the reactants needed to synthesize it. The reactants are: [CH3:1][O:2][C:3](=[O:12])[C:4]1[CH:9]=[C:8](O)[CH:7]=[C:6]([Br:11])[CH:5]=1.COC(=O)C1C=C(Br)C=C(Br)C=1.[B:25]1([B:25]2[O:29][C:28]([CH3:31])([CH3:30])[C:27]([CH3:33])([CH3:32])[O:26]2)[O:29][C:28]([CH3:31])([CH3:30])[C:27]([CH3:33])([CH3:32])[O:26]1.C([O-])(=O)C.[K+]. (4) Given the product [Br:19][C:15]1[CH:14]=[C:13]([NH:12][C:6]2[C:5]3[C:10](=[CH:11][C:2]([NH:1][C:20](=[O:24])[CH:21]=[CH:22][CH3:23])=[CH:3][CH:4]=3)[N:9]=[CH:8][N:7]=2)[CH:18]=[CH:17][CH:16]=1, predict the reactants needed to synthesize it. The reactants are: [NH2:1][C:2]1[CH:11]=[C:10]2[C:5]([C:6]([NH:12][C:13]3[CH:18]=[CH:17][CH:16]=[C:15]([Br:19])[CH:14]=3)=[N:7][CH:8]=[N:9]2)=[CH:4][CH:3]=1.[C:20](Cl)(=[O:24])/[CH:21]=[CH:22]/[CH3:23]. (5) The reactants are: [CH:1]1([CH2:7][N:8]2[CH2:12][CH2:11][C@@H:10]([NH:13][C:14]3[N:19]=[CH:18][C:17](/[CH:20]=[CH:21]/[C:22]([O:24][CH2:25][CH3:26])=[O:23])=[CH:16][N:15]=3)[CH2:9]2)[CH2:6][CH2:5][CH2:4][CH2:3][CH2:2]1.[C:27](O[C:27]([O:29][C:30]([CH3:33])([CH3:32])[CH3:31])=[O:28])([O:29][C:30]([CH3:33])([CH3:32])[CH3:31])=[O:28]. Given the product [C:30]([O:29][C:27]([N:13]([C@@H:10]1[CH2:11][CH2:12][N:8]([CH2:7][CH:1]2[CH2:2][CH2:3][CH2:4][CH2:5][CH2:6]2)[CH2:9]1)[C:14]1[N:19]=[CH:18][C:17](/[CH:20]=[CH:21]/[C:22]([O:24][CH2:25][CH3:26])=[O:23])=[CH:16][N:15]=1)=[O:28])([CH3:33])([CH3:32])[CH3:31], predict the reactants needed to synthesize it. (6) Given the product [C:1]([Si:5]([CH3:30])([CH3:29])[O:6][C:7]1[CH:8]=[CH:9][C:10]([C:13]2[C:17]([C:18]3[CH:23]=[CH:22][CH:21]=[CH:20][CH:19]=3)=[C:16]([C:24]3([CH2:27][O:28][S:38]([CH3:37])(=[O:40])=[O:39])[CH2:26][CH2:25]3)[O:15][N:14]=2)=[CH:11][CH:12]=1)([CH3:4])([CH3:3])[CH3:2], predict the reactants needed to synthesize it. The reactants are: [C:1]([Si:5]([CH3:30])([CH3:29])[O:6][C:7]1[CH:12]=[CH:11][C:10]([C:13]2[C:17]([C:18]3[CH:23]=[CH:22][CH:21]=[CH:20][CH:19]=3)=[C:16]([C:24]3([CH2:27][OH:28])[CH2:26][CH2:25]3)[O:15][N:14]=2)=[CH:9][CH:8]=1)([CH3:4])([CH3:3])[CH3:2].N1C=CC=CC=1.[CH3:37][S:38](Cl)(=[O:40])=[O:39]. (7) The reactants are: [S:1]1[CH:5]=[CH:4][C:3]([CH2:6][C:7]([OH:9])=O)=[CH:2]1.[CH3:10][O:11][NH:12][CH3:13].CCN=C=NCCCN(C)C.C1C=CC2N(O)N=NC=2C=1. Given the product [CH3:10][O:11][N:12]([CH3:13])[C:7](=[O:9])[CH2:6][C:3]1[CH:4]=[CH:5][S:1][CH:2]=1, predict the reactants needed to synthesize it. (8) Given the product [C:1]([C:3]1[CH:4]=[C:5]([N:9]2[CH2:25][CH:13]3[CH2:14][N:15]([C:18]([O:20][C:21]([CH3:22])([CH3:23])[CH3:24])=[O:19])[CH2:16][CH2:17][N:12]3[C:10]2=[O:11])[CH:6]=[CH:7][CH:8]=1)#[N:2], predict the reactants needed to synthesize it. The reactants are: [C:1]([C:3]1[CH:4]=[C:5]([NH:9][C:10]([N:12]2[CH2:17][CH2:16][N:15]([C:18]([O:20][C:21]([CH3:24])([CH3:23])[CH3:22])=[O:19])[CH2:14][CH:13]2[CH2:25]O)=[O:11])[CH:6]=[CH:7][CH:8]=1)#[N:2].C1(P(C2C=CC=CC=2)C2C=CC=CC=2)C=CC=CC=1.N(C(OCC)=O)=NC(OCC)=O.C1(C)C=CC=CC=1.O. (9) Given the product [F:19][C:20]1[CH:21]=[C:22]([C:23]2[N:25]=[C:16]([C:10]3[O:9][N:8]=[C:7]([C:1]4[CH:6]=[CH:5][CH:4]=[CH:3][CH:2]=4)[C:11]=3[C:12]([F:15])([F:14])[F:13])[O:17][N:24]=2)[CH:27]=[CH:28][C:29]=1[CH2:30][OH:31], predict the reactants needed to synthesize it. The reactants are: [C:1]1([C:7]2[C:11]([C:12]([F:15])([F:14])[F:13])=[C:10]([C:16](F)=[O:17])[O:9][N:8]=2)[CH:6]=[CH:5][CH:4]=[CH:3][CH:2]=1.[F:19][C:20]1[CH:21]=[C:22]([CH:27]=[CH:28][C:29]=1[CH2:30][OH:31])[C:23](=[N:25]O)[NH2:24].CCN(C(C)C)C(C)C.